Dataset: Forward reaction prediction with 1.9M reactions from USPTO patents (1976-2016). Task: Predict the product of the given reaction. Given the reactants [C:1]([O:5][C:6]([NH:8][CH2:9][CH2:10][O:11][C:12]1[CH:20]=[C:19]([S:21]([CH3:24])(=[O:23])=[O:22])[CH:18]=[CH:17][C:13]=1[C:14]([OH:16])=O)=[O:7])([CH3:4])([CH3:3])[CH3:2].[NH2:25][C:26]1[C:27]([C:32]([NH:34][C:35]2[CH:40]=[CH:39][C:38]([Cl:41])=[CH:37][N:36]=2)=[O:33])=[N:28][CH:29]=[CH:30][CH:31]=1, predict the reaction product. The product is: [C:1]([O:5][C:6]([NH:8][CH2:9][CH2:10][O:11][C:12]1[CH:20]=[C:19]([S:21]([CH3:24])(=[O:23])=[O:22])[CH:18]=[CH:17][C:13]=1[C:14]([NH:25][C:26]1[C:27]([C:32]([NH:34][C:35]2[CH:40]=[CH:39][C:38]([Cl:41])=[CH:37][N:36]=2)=[O:33])=[N:28][CH:29]=[CH:30][CH:31]=1)=[O:16])=[O:7])([CH3:2])([CH3:3])[CH3:4].